Dataset: Peptide-MHC class II binding affinity with 134,281 pairs from IEDB. Task: Regression. Given a peptide amino acid sequence and an MHC pseudo amino acid sequence, predict their binding affinity value. This is MHC class II binding data. (1) The peptide sequence is SAQNISGAGWSGMAE. The MHC is HLA-DQA10501-DQB10201 with pseudo-sequence HLA-DQA10501-DQB10201. The binding affinity (normalized) is 0.308. (2) The peptide sequence is GEPQIVDKIDAAFKI. The MHC is DRB1_1501 with pseudo-sequence DRB1_1501. The binding affinity (normalized) is 0.462. (3) The peptide sequence is YDKFLINVSTVLTGK. The MHC is DRB1_0405 with pseudo-sequence DRB1_0405. The binding affinity (normalized) is 0.683. (4) The peptide sequence is LLDKRQFEL. The MHC is HLA-DQA10501-DQB10302 with pseudo-sequence HLA-DQA10501-DQB10302. The binding affinity (normalized) is 0.